This data is from Full USPTO retrosynthesis dataset with 1.9M reactions from patents (1976-2016). The task is: Predict the reactants needed to synthesize the given product. (1) Given the product [F:25][C:22]1[CH:23]=[CH:24][C:19]([CH2:18][O:17][C:14]2[CH:15]=[CH:16][N:11]([CH2:10][CH:9]([F:27])[C:6]3[CH:7]=[CH:8][C:3]([CH2:2][NH:35][CH2:32][CH2:33][CH3:34])=[CH:4][CH:5]=3)[C:12](=[O:26])[CH:13]=2)=[CH:20][CH:21]=1, predict the reactants needed to synthesize it. The reactants are: Cl[CH2:2][C:3]1[CH:8]=[CH:7][C:6]([CH:9]([F:27])[CH2:10][N:11]2[CH:16]=[CH:15][C:14]([O:17][CH2:18][C:19]3[CH:24]=[CH:23][C:22]([F:25])=[CH:21][CH:20]=3)=[CH:13][C:12]2=[O:26])=[CH:5][CH:4]=1.C(N)(C)C.[CH2:32]([NH2:35])[CH2:33][CH3:34]. (2) Given the product [F:1][C:2]1[CH:7]=[C:6]([CH:5]=[CH:4][C:3]=1[N:11]1[CH:15]=[C:14]([CH2:16][NH:17][C:18]([C:20]2[S:21][C:22]([Cl:25])=[CH:23][CH:24]=2)=[O:19])[N:13]=[CH:12]1)[NH2:8], predict the reactants needed to synthesize it. The reactants are: [F:1][C:2]1[CH:7]=[C:6]([N+:8]([O-])=O)[CH:5]=[CH:4][C:3]=1[N:11]1[CH:15]=[C:14]([CH2:16][NH:17][C:18]([C:20]2[S:21][C:22]([Cl:25])=[CH:23][CH:24]=2)=[O:19])[N:13]=[CH:12]1.[H][H]. (3) Given the product [O:1]1[CH2:2][CH2:3][N:4]([C:7]2[CH:8]=[CH:9][C:10]([CH2:11][NH2:12])=[CH:13][CH:14]=2)[CH2:5][CH2:6]1, predict the reactants needed to synthesize it. The reactants are: [O:1]1[CH2:6][CH2:5][N:4]([C:7]2[CH:14]=[CH:13][C:10]([C:11]#[N:12])=[CH:9][CH:8]=2)[CH2:3][CH2:2]1.[H-].[H-].[H-].[H-].[Li+].[Al+3]. (4) Given the product [F:12][C:13]([F:20])([F:19])[C:14]1([O:18][S:8](=[O:10])(=[O:7])[NH2:9])[CH2:17][CH2:16][CH2:15]1, predict the reactants needed to synthesize it. The reactants are: C1([O:7][S:8](=O)(=[O:10])[NH2:9])C=CC=CC=1.[F:12][C:13]([F:20])([F:19])[C:14]1([OH:18])[CH2:17][CH2:16][CH2:15]1.